From a dataset of Full USPTO retrosynthesis dataset with 1.9M reactions from patents (1976-2016). Predict the reactants needed to synthesize the given product. (1) Given the product [C:15]1([N:3]2[C:2]([N:21]3[CH2:26][CH2:25][CH2:24][CH2:23][CH2:22]3)=[C:10]3[C:5]([C:6]([C:11]([F:14])([F:13])[F:12])=[CH:7][CH:8]=[CH:9]3)=[N:4]2)[CH:20]=[CH:19][CH:18]=[CH:17][CH:16]=1, predict the reactants needed to synthesize it. The reactants are: Cl[C:2]1[N:3]([C:15]2[CH:20]=[CH:19][CH:18]=[CH:17][CH:16]=2)[N:4]=[C:5]2[C:10]=1[CH:9]=[CH:8][CH:7]=[C:6]2[C:11]([F:14])([F:13])[F:12].[NH:21]1[CH2:26][CH2:25][CH2:24][CH2:23][CH2:22]1.O. (2) Given the product [CH3:15][N:16]1[C:20]([C:21]2[CH:22]=[C:23]([NH:24][C:12]([C:5]3[CH:6]=[CH:7][CH:8]=[C:9]4[C:4]=3[NH:3][C:2]([CH3:1])=[C:10]4[CH3:11])=[O:14])[CH:25]=[CH:26][CH:27]=2)=[CH:19][N:18]=[C:17]1[CH3:28], predict the reactants needed to synthesize it. The reactants are: [CH3:1][C:2]1[NH:3][C:4]2[C:9]([C:10]=1[CH3:11])=[CH:8][CH:7]=[CH:6][C:5]=2[C:12]([OH:14])=O.[CH3:15][N:16]1[C:20]([C:21]2[CH:22]=[C:23]([CH:25]=[CH:26][CH:27]=2)[NH2:24])=[CH:19][N:18]=[C:17]1[CH3:28].Cl.C(N=C=NCCCN(C)C)C. (3) Given the product [CH3:17][O:18][C:19]1[CH:47]=[C:46]([O:48][CH3:49])[CH:45]=[CH:44][C:20]=1[CH2:21][N:22]([C:38]1[CH:39]=[CH:40][CH:41]=[CH:42][CH:43]=1)[C:23]([C:25]1[C:26](=[O:37])[N:27]([CH3:36])[C:28]2[C:33]([C:34]=1[O:35][P:3]([CH2:5][CH3:6])([CH2:1][CH3:2])=[O:4])=[CH:32][CH:31]=[CH:30][CH:29]=2)=[O:24], predict the reactants needed to synthesize it. The reactants are: [CH2:1]([P:3](Cl)([CH2:5][CH3:6])=[O:4])[CH3:2].C(N(C(C)C)C(C)C)C.[CH3:17][O:18][C:19]1[CH:47]=[C:46]([O:48][CH3:49])[CH:45]=[CH:44][C:20]=1[CH2:21][N:22]([C:38]1[CH:43]=[CH:42][CH:41]=[CH:40][CH:39]=1)[C:23]([C:25]1[C:26](=[O:37])[N:27]([CH3:36])[C:28]2[C:33]([C:34]=1[OH:35])=[CH:32][CH:31]=[CH:30][CH:29]=2)=[O:24]. (4) Given the product [CH2:45]([CH:43]([C:33]1[CH:32]=[C:31]([OH:30])[CH:36]=[C:35]([CH:37]([CH2:39][CH3:40])[CH2:41][CH3:42])[CH:34]=1)[CH2:47][CH3:48])[CH3:46], predict the reactants needed to synthesize it. The reactants are: C(OC1C=C(C(C)(C)O)C=C(C(C)(C)O)C=1)C1C=CC=CC=1.C([O:30][C:31]1[CH:32]=[C:33]([C:43]([CH2:47][CH3:48])([CH2:45][CH3:46])O)[CH:34]=[C:35]([C:37]([CH2:41][CH3:42])([CH2:39][CH3:40])O)[CH:36]=1)C1C=CC=CC=1. (5) Given the product [OH:51][C@@H:50]([C:52]1[CH:57]=[CH:56][CH:55]=[CH:54][CH:53]=1)[C@@H:49]([NH:48][C:6]([C:5]1[CH:9]=[CH:10][C:2]([F:1])=[C:3]([NH:11][C:12]([C:14]2[N:18]3[CH:19]=[CH:20][C:21]([CH3:23])=[CH:22][C:17]3=[N:16][CH:15]=2)=[O:13])[CH:4]=1)=[O:8])[CH2:58][OH:59], predict the reactants needed to synthesize it. The reactants are: [F:1][C:2]1[CH:10]=[CH:9][C:5]([C:6]([OH:8])=O)=[CH:4][C:3]=1[NH:11][C:12]([C:14]1[N:18]2[CH:19]=[CH:20][C:21]([CH3:23])=[CH:22][C:17]2=[N:16][CH:15]=1)=[O:13].CN(C(ON1N=NC2C=CC=NC1=2)=[N+](C)C)C.F[P-](F)(F)(F)(F)F.[NH2:48][C@@H:49]([CH2:58][OH:59])[C@H:50]([C:52]1[CH:57]=[CH:56][CH:55]=[CH:54][CH:53]=1)[OH:51].C(N(C(C)C)CC)(C)C. (6) Given the product [OH:6][CH2:5][C:4]1[CH:3]=[C:2]([NH:1][C:10](=[O:12])[CH3:11])[CH:9]=[CH:8][CH:7]=1, predict the reactants needed to synthesize it. The reactants are: [NH2:1][C:2]1[CH:3]=[C:4]([CH:7]=[CH:8][CH:9]=1)[CH2:5][OH:6].[C:10](OC(=O)C)(=[O:12])[CH3:11]. (7) The reactants are: [OH:1][C:2]1[C:3]2[CH:4]=[CH:5][CH:6]=[N:7][C:8]=2[C:9]([CH3:25])([CH3:24])[C:10](=[O:23])[C:11]=1[C:12]([NH:14][CH2:15][C:16]([O:18]C(C)(C)C)=[O:17])=[O:13].C(O)(C(F)(F)F)=O. Given the product [OH:1][C:2]1[C:3]2[CH:4]=[CH:5][CH:6]=[N:7][C:8]=2[C:9]([CH3:25])([CH3:24])[C:10](=[O:23])[C:11]=1[C:12]([NH:14][CH2:15][C:16]([OH:18])=[O:17])=[O:13], predict the reactants needed to synthesize it. (8) Given the product [ClH:41].[NH2:8][CH:9]([CH3:40])[C:10]([NH:12][CH:13]([C:36]([O:38][CH3:39])=[O:37])[CH2:14][C:15]1[CH:35]=[CH:34][C:18]([O:19][C:20]2[CH:33]=[CH:32][C:23]([CH2:24][CH:25]3[S:29][C:28](=[O:30])[NH:27][C:26]3=[O:31])=[CH:22][CH:21]=2)=[CH:17][CH:16]=1)=[O:11], predict the reactants needed to synthesize it. The reactants are: C(OC([NH:8][CH:9]([CH3:40])[C:10]([NH:12][CH:13]([C:36]([O:38][CH3:39])=[O:37])[CH2:14][C:15]1[CH:35]=[CH:34][C:18]([O:19][C:20]2[CH:33]=[CH:32][C:23]([CH2:24][CH:25]3[S:29][C:28](=[O:30])[NH:27][C:26]3=[O:31])=[CH:22][CH:21]=2)=[CH:17][CH:16]=1)=[O:11])=O)(C)(C)C.[ClH:41].